From a dataset of Reaction yield outcomes from USPTO patents with 853,638 reactions. Predict the reaction yield, written as a fraction of the theoretical maximum amount of product (1.0 means a 100% yield; for example, 0.34 means a 34% yield). (1) The reactants are [CH2:1]([O:3][C:4]([C:6]1[C:15](=[O:16])[C:14]2[C:9](=[C:10](Br)[CH:11]=[CH:12][C:13]=2[O:17][CH3:18])[NH:8][CH:7]=1)=[O:5])[CH3:2].C([O-])(=O)C.[Na+]. The catalyst is C(O)(=O)C.[Pd]. The product is [CH2:1]([O:3][C:4]([C:6]1[C:15](=[O:16])[C:14]2[C:9](=[CH:10][CH:11]=[CH:12][C:13]=2[O:17][CH3:18])[NH:8][CH:7]=1)=[O:5])[CH3:2]. The yield is 0.570. (2) The reactants are [C:1]([O:5][C:6]([NH:8][C@H:9]([CH2:14][C:15]1[CH:20]=[C:19]([F:21])[CH:18]=[CH:17][C:16]=1[F:22])[CH2:10][C:11]([OH:13])=O)=[O:7])([CH3:4])([CH3:3])[CH3:2].CN(C(ON1N=NC2C=CC=CC1=2)=[N+](C)C)C.F[P-](F)(F)(F)(F)F.Cl.[NH2:48][CH:49]1[CH2:58][C:57]2[C:52](=[CH:53][CH:54]=[CH:55][C:56]=2[O:59][CH3:60])[NH:51][C:50]1=[O:61].CCN(C(C)C)C(C)C. The catalyst is CC(N(C)C)=O. The product is [F:22][C:16]1[CH:17]=[CH:18][C:19]([F:21])=[CH:20][C:15]=1[CH2:14][C@@H:9]([NH:8][C:6](=[O:7])[O:5][C:1]([CH3:2])([CH3:3])[CH3:4])[CH2:10][C:11]([NH:48][CH:49]1[CH2:58][C:57]2[C:52](=[CH:53][CH:54]=[CH:55][C:56]=2[O:59][CH3:60])[NH:51][C:50]1=[O:61])=[O:13]. The yield is 0.680. (3) The reactants are Cl[C:2]1[N:7]=[C:6]([Cl:8])[CH:5]=[CH:4][N:3]=1.[N+:9]([C:12]1[CH:17]=[CH:16][C:15]([OH:18])=[CH:14][CH:13]=1)([O-:11])=[O:10].C(=O)([O-])[O-].[K+].[K+]. The catalyst is CN(C)C=O.CCCCCC.C(OCC)(=O)C.O. The product is [Cl:8][C:6]1[CH:5]=[C:4]([O:18][C:15]2[CH:16]=[CH:17][C:12]([N+:9]([O-:11])=[O:10])=[CH:13][CH:14]=2)[N:3]=[CH:2][N:7]=1. The yield is 0.770. (4) The reactants are CO[C:3]1[CH:8]=[C:7](OC)[CH:6]=[CH:5][C:4]=1[CH2:11][N:12]1[C:17]([OH:18])=[C:16]([C:19]([O:21][CH2:22][CH3:23])=[O:20])[C:15](=[O:24])[N:14](CC2C=CC=CC=2)[C:13]1=[O:32]. The catalyst is S(=O)(=O)(O)O.O. The product is [OH:24][C:15]1[NH:14][C:13](=[O:32])[N:12]([CH2:11][C:4]2[CH:5]=[CH:6][CH:7]=[CH:8][CH:3]=2)[C:17](=[O:18])[C:16]=1[C:19]([O:21][CH2:22][CH3:23])=[O:20]. The yield is 0.620.